Task: Predict the reactants needed to synthesize the given product.. Dataset: Full USPTO retrosynthesis dataset with 1.9M reactions from patents (1976-2016) (1) Given the product [C:1]1([C:7]2[O:11][N:10]=[C:9]([CH:12]([C:18]3[CH:19]=[C:20]([O:24][CH3:25])[C:21]([O:22][CH3:23])=[C:16]([O:15][CH3:14])[CH:17]=3)[OH:13])[CH:8]=2)[CH:2]=[CH:3][CH:4]=[CH:5][CH:6]=1, predict the reactants needed to synthesize it. The reactants are: [C:1]1([C:7]2[O:11][N:10]=[C:9]([CH:12]=[O:13])[CH:8]=2)[CH:6]=[CH:5][CH:4]=[CH:3][CH:2]=1.[CH3:14][O:15][C:16]1[CH:17]=[C:18]([Mg]Br)[CH:19]=[C:20]([O:24][CH3:25])[C:21]=1[O:22][CH3:23]. (2) Given the product [NH2:5][C:9]1[CH:18]=[C:17]2[C:12]([CH:13]=[C:14]([C:20]3[C:21]([CH3:37])=[CH:22][C:23]([F:36])=[C:24]([NH:26][C:27]([NH:29][CH2:30][CH2:31][C:32]([F:35])([CH3:33])[CH3:34])=[O:28])[CH:25]=3)[C:15]([CH3:19])=[N:16]2)=[CH:11][N:10]=1, predict the reactants needed to synthesize it. The reactants are: C([N:5]([C:9]1[CH:18]=[C:17]2[C:12]([CH:13]=[C:14]([C:20]3[CH:25]=[C:24]([NH:26][C:27]([NH:29][CH2:30][CH2:31][C:32]([F:35])([CH3:34])[CH3:33])=[O:28])[C:23]([F:36])=[CH:22][C:21]=3[CH3:37])[C:15]([CH3:19])=[N:16]2)=[CH:11][N:10]=1)C(=O)O)(C)(C)C.[F:36][C:23]1[C:24]([NH:26][C:27]([NH:29][CH2:30][CH2:31][C:32]([F:35])([CH3:33])[CH3:34])=[O:28])=[CH:25][C:20]([C:14]2[C:15]([CH3:19])=[N:16][C:17]3[C:12]([CH:13]=2)=[CH:11][N:10]=[C:9]([NH:5]C(=O)OC(C)(C)C)[CH:18]=3)=[C:21]([CH3:37])[CH:22]=1.[F-].C([N+](CCCC)(CCCC)CCCC)CCC.C1COCC1. (3) Given the product [CH2:2]([C:4]1[S:24][C:7]2[N:8]=[C:9]([S:18][CH2:19][C:20]([O:22][CH3:23])=[O:21])[N:10]=[C:11]([N:12]3[CH2:17][CH2:16][N:15]([C:40](=[O:41])[C:39]4[CH:43]=[CH:44][C:36]([O:35][CH3:34])=[CH:37][CH:38]=4)[CH2:14][CH2:13]3)[C:6]=2[CH:5]=1)[CH3:3], predict the reactants needed to synthesize it. The reactants are: Cl.[CH2:2]([C:4]1[S:24][C:7]2[N:8]=[C:9]([S:18][CH2:19][C:20]([O:22][CH3:23])=[O:21])[N:10]=[C:11]([N:12]3[CH2:17][CH2:16][NH:15][CH2:14][CH2:13]3)[C:6]=2[CH:5]=1)[CH3:3].C(N(C(C)C)CC)(C)C.[CH3:34][O:35][C:36]1[CH:44]=[CH:43][C:39]([C:40](Cl)=[O:41])=[CH:38][CH:37]=1. (4) Given the product [Cl:16][C:11]1[CH:12]=[CH:13][CH:14]=[CH:15][C:10]=1[N:9]([CH3:17])[C:6]1[CH:5]=[CH:4][C:3]([CH2:2][NH:1][C:30]([C:27]2([NH:26][C:24]([C:22]3[CH:21]=[N:20][CH:19]=[N:18][CH:23]=3)=[O:25])[CH2:29][CH2:28]2)=[O:31])=[CH:8][CH:7]=1, predict the reactants needed to synthesize it. The reactants are: [NH2:1][CH2:2][C:3]1[CH:8]=[CH:7][C:6]([N:9]([CH3:17])[C:10]2[CH:15]=[CH:14][CH:13]=[CH:12][C:11]=2[Cl:16])=[CH:5][CH:4]=1.[N:18]1[CH:23]=[C:22]([C:24]([NH:26][C:27]2([C:30](O)=[O:31])[CH2:29][CH2:28]2)=[O:25])[CH:21]=[N:20][CH:19]=1. (5) Given the product [F:20][C:21]([F:28])([S:24]([O-:27])(=[O:26])=[O:25])[CH2:22][O:23][C:17]([CH:16]1[CH:11]2[CH:10]3[CH:14]([CH:7]([O:6][C:1](=[O:5])[C:2]([CH3:4])=[CH2:3])[CH:8]1[CH2:9]3)[O:13][C:12]2=[O:15])=[O:18].[C:42]1([S+:35]([C:29]2[CH:30]=[CH:31][CH:32]=[CH:33][CH:34]=2)[C:36]2[CH:41]=[CH:40][CH:39]=[CH:38][CH:37]=2)[CH:43]=[CH:44][CH:45]=[CH:46][CH:47]=1, predict the reactants needed to synthesize it. The reactants are: [C:1]([O:6][CH:7]1[CH:14]2[CH:10]3[CH:11]([CH:16]([C:17](Cl)=[O:18])[CH:8]1[CH2:9]3)[C:12](=[O:15])[O:13]2)(=[O:5])[C:2]([CH3:4])=[CH2:3].[F:20][C:21]([F:28])([S:24]([O-:27])(=[O:26])=[O:25])[CH2:22][OH:23].[C:29]1([S+:35]([C:42]2[CH:47]=[CH:46][CH:45]=[CH:44][CH:43]=2)[C:36]2[CH:41]=[CH:40][CH:39]=[CH:38][CH:37]=2)[CH:34]=[CH:33][CH:32]=[CH:31][CH:30]=1.C(N(CC)CC)C.Cl. (6) Given the product [N+:1]([C:4]1[CH:5]=[C:6](/[CH:10]=[CH:11]/[CH2:12][CH2:13][NH2:14])[CH:7]=[CH:8][CH:9]=1)([O-:3])=[O:2], predict the reactants needed to synthesize it. The reactants are: [N+:1]([C:4]1[CH:5]=[C:6](/[CH:10]=[CH:11]/[CH2:12][CH2:13][N:14]2C(=O)C3C(=CC=CC=3)C2=O)[CH:7]=[CH:8][CH:9]=1)([O-:3])=[O:2].NN.O. (7) Given the product [ClH:1].[Cl:24][C:25]1[CH:30]=[C:29]([C:2]2[CH:3]=[C:4]([NH:11][C:12]3[CH:17]=[CH:16][CH:15]=[C:14]([N:18]4[CH2:22][CH2:21][CH2:20][C@@H:19]4[CH3:23])[N:13]=3)[C:5]3[N:6]([CH:8]=[CH:9][N:10]=3)[N:7]=2)[CH:28]=[CH:27][CH:26]=1, predict the reactants needed to synthesize it. The reactants are: [Cl:1][C:2]1[CH:3]=[C:4]([NH:11][C:12]2[CH:17]=[CH:16][CH:15]=[C:14]([N:18]3[CH2:22][CH2:21][CH2:20][C@@H:19]3[CH3:23])[N:13]=2)[C:5]2[N:6]([CH:8]=[CH:9][N:10]=2)[N:7]=1.[Cl:24][C:25]1[CH:26]=[C:27](B(O)O)[CH:28]=[CH:29][CH:30]=1.CC(C1C=C(C(C)C)C(C2C=CC=CC=2P(C2CCCCC2)C2CCCCC2)=C(C(C)C)C=1)C.C([O-])([O-])=O.[K+].[K+].Cl.